Dataset: NCI-60 drug combinations with 297,098 pairs across 59 cell lines. Task: Regression. Given two drug SMILES strings and cell line genomic features, predict the synergy score measuring deviation from expected non-interaction effect. (1) Drug 1: C1=CC(=CC=C1CCCC(=O)O)N(CCCl)CCCl. Drug 2: CS(=O)(=O)OCCCCOS(=O)(=O)C. Cell line: KM12. Synergy scores: CSS=2.54, Synergy_ZIP=-1.29, Synergy_Bliss=-10.4, Synergy_Loewe=-5.64, Synergy_HSA=-5.32. (2) Drug 1: CC1C(C(CC(O1)OC2CC(CC3=C2C(=C4C(=C3O)C(=O)C5=C(C4=O)C(=CC=C5)OC)O)(C(=O)C)O)N)O.Cl. Drug 2: C1CCC(CC1)NC(=O)N(CCCl)N=O. Cell line: OVCAR3. Synergy scores: CSS=36.7, Synergy_ZIP=14.4, Synergy_Bliss=15.8, Synergy_Loewe=4.60, Synergy_HSA=16.1.